Dataset: Full USPTO retrosynthesis dataset with 1.9M reactions from patents (1976-2016). Task: Predict the reactants needed to synthesize the given product. (1) The reactants are: [CH3:1][C:2]1[C:7]2[N:8]=[C:9]([C:54]3[S:58][CH:57]=[C:56]([CH:59]([CH3:61])[CH3:60])[N:55]=3)[CH:10]=[C:11]([O:12][C@H:13]3[CH2:33][N:32]4[C@H:15]([C:16]([NH:18][C@@:19]5([C:45]([NH:47][S:48]([CH:51]6[CH2:53][CH2:52]6)(=[O:50])=[O:49])=[O:46])[C@H:21]([CH:22]=[CH:23][CH2:24][CH2:25][CH2:26][CH2:27][CH2:28][C@H:29]([CH2:34][C:35]([N:37]6[CH2:42][C:41]([F:44])([F:43])[CH2:40][CH2:39][CH2:38]6)=[O:36])[C:30]4=[O:31])[CH2:20]5)=[O:17])[CH2:14]3)[C:6]=2[CH:5]=[CH:4][C:3]=1[O:62][CH3:63].[OH-].[Na+:65]. Given the product [CH3:1][C:2]1[C:7]2[N:8]=[C:9]([C:54]3[S:58][CH:57]=[C:56]([CH:59]([CH3:61])[CH3:60])[N:55]=3)[CH:10]=[C:11]([O:12][C@H:13]3[CH2:33][N:32]4[C@H:15]([C:16]([NH:18][C@@:19]5([C:45]([N-:47][S:48]([CH:51]6[CH2:52][CH2:53]6)(=[O:49])=[O:50])=[O:46])[C@H:21]([CH:22]=[CH:23][CH2:24][CH2:25][CH2:26][CH2:27][CH2:28][C@H:29]([CH2:34][C:35]([N:37]6[CH2:42][C:41]([F:44])([F:43])[CH2:40][CH2:39][CH2:38]6)=[O:36])[C:30]4=[O:31])[CH2:20]5)=[O:17])[CH2:14]3)[C:6]=2[CH:5]=[CH:4][C:3]=1[O:62][CH3:63].[Na+:65], predict the reactants needed to synthesize it. (2) Given the product [O:23]1[CH2:24][CH:21]([N:18]2[CH2:19][CH2:20][N:15]([C:12]3[CH:13]=[CH:14][C:9]([NH:8][C:4]4[N:5]=[CH:6][N:7]=[C:2]([C:29]5[CH:30]=[CH:31][C:32]([N:33]6[CH2:37][CH2:36][CH2:35][C:34]6=[O:38])=[C:27]([CH:28]=5)[C:25]#[N:26])[N:3]=4)=[CH:10][CH:11]=3)[CH2:16][CH2:17]2)[CH2:22]1, predict the reactants needed to synthesize it. The reactants are: Cl[C:2]1[N:7]=[CH:6][N:5]=[C:4]([NH:8][C:9]2[CH:14]=[CH:13][C:12]([N:15]3[CH2:20][CH2:19][N:18]([CH:21]4[CH2:24][O:23][CH2:22]4)[CH2:17][CH2:16]3)=[CH:11][CH:10]=2)[N:3]=1.[C:25]([C:27]1[CH:28]=[C:29](B(O)O)[CH:30]=[CH:31][C:32]=1[N:33]1[CH2:37][CH2:36][CH2:35][C:34]1=[O:38])#[N:26].C(=O)([O-])[O-].[Na+].[Na+]. (3) Given the product [C:25]([C:21]1[CH:20]=[C:19]([C:8]2([NH2:7])[CH2:17][CH2:16][C:15]3[N:14]=[C:13]([CH3:18])[N:12]=[CH:11][C:10]=3[CH2:9]2)[CH:24]=[CH:23][CH:22]=1)([CH3:28])([CH3:27])[CH3:26], predict the reactants needed to synthesize it. The reactants are: C(OC(=O)[NH:7][C:8]1([C:19]2[CH:24]=[CH:23][CH:22]=[C:21]([C:25]([CH3:28])([CH3:27])[CH3:26])[CH:20]=2)[CH2:17][CH2:16][C:15]2[N:14]=[C:13]([CH3:18])[N:12]=[CH:11][C:10]=2[CH2:9]1)(C)(C)C. (4) Given the product [Br:15][C:16]1[CH:24]=[CH:23][C:22]([C:21]([NH:10][CH3:9])=[O:25])=[C:18]([CH2:19][OH:20])[CH:17]=1, predict the reactants needed to synthesize it. The reactants are: [Cl-].[Al+3].[Cl-].[Cl-].ClCCCl.[CH3:9][NH2:10].ClC(Cl)C.[Br:15][C:16]1[CH:17]=[C:18]2[C:22](=[CH:23][CH:24]=1)[C:21](=[O:25])[O:20][CH2:19]2. (5) Given the product [Cl:1][C:2]1[CH:7]=[CH:6][CH:5]=[C:4]([F:8])[C:3]=1[C:9]1[NH:13][C:12](=[O:14])[N:11]([C:15]2[CH:24]=[CH:23][C:18]([C:19]([NH:30][C:29]3[CH:31]=[C:32]([C:35]([F:36])([F:37])[F:38])[CH:33]=[CH:34][C:28]=3[F:27])=[O:20])=[C:17]([O:25][CH3:26])[CH:16]=2)[N:10]=1, predict the reactants needed to synthesize it. The reactants are: [Cl:1][C:2]1[CH:7]=[CH:6][CH:5]=[C:4]([F:8])[C:3]=1[C:9]1[NH:13][C:12](=[O:14])[N:11]([C:15]2[CH:24]=[CH:23][C:18]([C:19](OC)=[O:20])=[C:17]([O:25][CH3:26])[CH:16]=2)[N:10]=1.[F:27][C:28]1[CH:34]=[CH:33][C:32]([C:35]([F:38])([F:37])[F:36])=[CH:31][C:29]=1[NH2:30].C[Al](C)C. (6) Given the product [NH2:1][C:2]1[C:3]2[C:28]([CH:32]3[CH2:34][CH2:33]3)([C:29]#[N:31])[C:27](=[O:35])[NH:26][C:4]=2[N:5]=[C:6]([C:8]2[C:16]3[C:11](=[N:12][CH:13]=[CH:14][CH:15]=3)[N:10]([CH2:17][CH2:18][C:19]([F:25])([F:24])[C:20]([F:21])([F:23])[F:22])[N:9]=2)[N:7]=1, predict the reactants needed to synthesize it. The reactants are: [NH2:1][C:2]1[C:3]2[C:28]([CH:32]3[CH2:34][CH2:33]3)([C:29]([NH2:31])=O)[C:27](=[O:35])[NH:26][C:4]=2[N:5]=[C:6]([C:8]2[C:16]3[C:11](=[N:12][CH:13]=[CH:14][CH:15]=3)[N:10]([CH2:17][CH2:18][C:19]([F:25])([F:24])[C:20]([F:23])([F:22])[F:21])[N:9]=2)[N:7]=1.P(Cl)(Cl)(Cl)=O. (7) The reactants are: [NH2:1][C:2]1[C:7]([N+:8]([O-])=O)=[C:6]([CH3:11])[CH:5]=[CH:4][N:3]=1.[H][H]. Given the product [NH2:1][C:2]1[C:7]([NH2:8])=[C:6]([CH3:11])[CH:5]=[CH:4][N:3]=1, predict the reactants needed to synthesize it. (8) Given the product [NH2:8][CH:9]([C:15]1[CH:20]=[CH:19][CH:18]=[C:17]([O:21][CH2:22][CH2:23][F:24])[CH:16]=1)[CH2:10][C:11]([O:13][CH3:14])=[O:12], predict the reactants needed to synthesize it. The reactants are: C(OC([NH:8][CH:9]([C:15]1[CH:20]=[CH:19][CH:18]=[C:17]([O:21][CH2:22][CH2:23][F:24])[CH:16]=1)[CH2:10][C:11]([O:13][CH3:14])=[O:12])=O)(C)(C)C.FC(F)(F)C(O)=O. (9) Given the product [O:41]1[CH:42]=[N:43][N:44]=[C:40]1[C:37]1[CH:38]=[CH:39][C:34]([C:17]2[S:16][C:15]([CH2:14][O:13][C:10]3[CH:9]=[CH:8][C:7]([CH2:6][C@H:5]([O:22][CH2:23][CH3:24])[C:4]([OH:3])=[O:25])=[CH:12][CH:11]=3)=[C:19]([CH3:20])[CH:18]=2)=[CH:35][CH:36]=1, predict the reactants needed to synthesize it. The reactants are: C([O:3][C:4](=[O:25])[C@@H:5]([O:22][CH2:23][CH3:24])[CH2:6][C:7]1[CH:12]=[CH:11][C:10]([O:13][CH2:14][C:15]2[S:16][C:17](Br)=[CH:18][C:19]=2[CH3:20])=[CH:9][CH:8]=1)C.CC1(C)C(C)(C)OB([C:34]2[CH:39]=[CH:38][C:37]([C:40]3[O:41][CH:42]=[N:43][N:44]=3)=[CH:36][CH:35]=2)O1.